The task is: Regression. Given two drug SMILES strings and cell line genomic features, predict the synergy score measuring deviation from expected non-interaction effect.. This data is from NCI-60 drug combinations with 297,098 pairs across 59 cell lines. Drug 1: CS(=O)(=O)C1=CC(=C(C=C1)C(=O)NC2=CC(=C(C=C2)Cl)C3=CC=CC=N3)Cl. Drug 2: CC(CN1CC(=O)NC(=O)C1)N2CC(=O)NC(=O)C2. Cell line: HS 578T. Synergy scores: CSS=5.38, Synergy_ZIP=-0.931, Synergy_Bliss=-0.0583, Synergy_Loewe=-12.4, Synergy_HSA=-6.22.